Dataset: Peptide-MHC class I binding affinity with 185,985 pairs from IEDB/IMGT. Task: Regression. Given a peptide amino acid sequence and an MHC pseudo amino acid sequence, predict their binding affinity value. This is MHC class I binding data. The peptide sequence is IEFIEVVRL. The MHC is HLA-A02:01 with pseudo-sequence HLA-A02:01. The binding affinity (normalized) is 0.0847.